The task is: Predict the product of the given reaction.. This data is from Forward reaction prediction with 1.9M reactions from USPTO patents (1976-2016). Given the reactants [CH3:1][S:2](Cl)(=[O:4])=[O:3].[CH3:6][C@@H:7]1[CH2:12][CH2:11][C@H:10]([OH:13])[CH2:9][CH2:8]1.C(N(CC)CC)C, predict the reaction product. The product is: [CH3:1][S:2]([O:13][C@H:10]1[CH2:11][CH2:12][C@@H:7]([CH3:6])[CH2:8][CH2:9]1)(=[O:4])=[O:3].